From a dataset of Reaction yield outcomes from USPTO patents with 853,638 reactions. Predict the reaction yield, written as a fraction of the theoretical maximum amount of product (1.0 means a 100% yield; for example, 0.34 means a 34% yield). (1) The reactants are Cl.[NH+]1C=CC=CC=1.C([O:11][C:12]1[CH:13]=[C:14]2[C:19](=[CH:20][C:21]=1[O:22]C)[NH:18][C:17](=[O:24])[N:16]=[CH:15]2)(=O)C.N. The catalyst is O. The product is [OH:11][C:12]1[CH:13]=[C:14]2[C:19](=[CH:20][C:21]=1[OH:22])[NH:18][C:17](=[O:24])[N:16]=[CH:15]2. The yield is 1.00. (2) The reactants are [Si]([O:8][CH2:9][C:10]1[C:11]([C:16](=O)/[CH:17]=[CH:18]/[N:19](C)C)=[N:12][CH:13]=[CH:14][CH:15]=1)(C(C)(C)C)(C)C.Cl.[CH:24]([NH:27][NH2:28])([CH3:26])[CH3:25].Cl.[CH3:30][CH2:31][OH:32]. No catalyst specified. The product is [CH:24]([N:27]1[C:16]([C:11]2[C:10]([CH2:9][OH:8])=[CH:15][CH:14]=[CH:13][N:12]=2)=[CH:17][CH:18]=[N:19]1)([CH3:26])[CH3:25].[CH:24]([N:27]1[CH:14]=[CH:15][C:10]([C:11]2[CH:16]=[CH:17][C:30]([CH2:31][OH:32])=[CH:13][N:12]=2)=[N:28]1)([CH3:26])[CH3:25]. The yield is 0.710. (3) The reactants are Br[CH:2]1[CH2:20][CH2:19][C:5]2=[CH:6][C:7]3[C:8]4[CH:17]=[CH:16][C:15]([Cl:18])=[CH:14][C:9]=4[CH2:10][O:11][C:12]=3[CH:13]=[C:4]2[C:3]1=[O:21].[C:22]([O:26][C:27]([N:29]1[C@@H:33]([CH3:34])[CH2:32][CH2:31][C@H:30]1[C:35]([OH:37])=[O:36])=[O:28])([CH3:25])([CH3:24])[CH3:23].CCN(C(C)C)C(C)C. The catalyst is CC#N.CCOC(C)=O. The product is [CH3:34][C@@H:33]1[N:29]([C:27]([O:26][C:22]([CH3:23])([CH3:25])[CH3:24])=[O:28])[C@H:30]([C:35]([O:37][CH:2]2[CH2:20][CH2:19][C:5]3=[CH:6][C:7]4[C:8]5[CH:17]=[CH:16][C:15]([Cl:18])=[CH:14][C:9]=5[CH2:10][O:11][C:12]=4[CH:13]=[C:4]3[C:3]2=[O:21])=[O:36])[CH2:31][CH2:32]1. The yield is 0.810. (4) The reactants are [C:1]([NH:5][CH2:6][CH:7]([OH:37])[CH2:8][O:9][C:10]1[CH:15]=[CH:14][C:13]([CH2:16][CH2:17][NH:18][C:19](=[O:36])[CH2:20][O:21][C:22]2[CH:27]=[CH:26][C:25]([C:28]3[CH2:33][CH2:32][C:31](=[O:34])[NH:30][N:29]=3)=[CH:24][C:23]=2Cl)=[CH:12][CH:11]=1)([CH3:4])([CH3:3])[CH3:2].C(NC[C@H](O)COC1C=CC(C(NCCNC(=O)COC2C=CC(C3CCC(=O)NN=3)=CC=2Cl)=O)=CC=1)(C)(C)C.ClC1C=C(C2CCC(=O)NN=2)C=CC=1OCC(O)=O. No catalyst specified. The product is [C:1]([NH:5][CH2:6][C@H:7]([OH:37])[CH2:8][O:9][C:10]1[CH:11]=[CH:12][C:13]([CH2:16][CH2:17][NH:18][C:19](=[O:36])[CH2:20][O:21][C:22]2[CH:23]=[CH:24][C:25]([C:28]3[CH2:33][CH2:32][C:31](=[O:34])[NH:30][N:29]=3)=[CH:26][CH:27]=2)=[CH:14][CH:15]=1)([CH3:4])([CH3:2])[CH3:3]. The yield is 0.160. (5) The reactants are N[C:2]1[N:6]([C:7]2[CH:12]=[CH:11][N:10]=[C:9]([Cl:13])[CH:8]=2)[N:5]=[C:4]([NH:14][C:15]2[CH:20]=[CH:19][C:18]([S:21]([NH2:24])(=[O:23])=[O:22])=[CH:17][CH:16]=2)[N:3]=1.CC(O)C.N(OCCC(C)C)=O. The catalyst is C1COCC1. The product is [Cl:13][C:9]1[CH:8]=[C:7]([N:6]2[CH:2]=[N:3][C:4]([NH:14][C:15]3[CH:16]=[CH:17][C:18]([S:21]([NH2:24])(=[O:22])=[O:23])=[CH:19][CH:20]=3)=[N:5]2)[CH:12]=[CH:11][N:10]=1. The yield is 0.500. (6) The reactants are [CH3:1][C:2]1[C:6]2=[N:7][CH:8]=[CH:9][CH:10]=[C:5]2[S:4][C:3]=1[CH:11]=[O:12].[CH:13]1([Mg]Br)[CH2:18][CH2:17][CH2:16][CH2:15][CH2:14]1.[Cl-].[NH4+].C[N+]1([O-])CCOCC1. The catalyst is O1CCCC1.[Ru]([O-])(=O)(=O)=O.C([N+](CCC)(CCC)CCC)CC.C(#N)C. The product is [CH:13]1([C:11]([C:3]2[S:4][C:5]3[C:6](=[N:7][CH:8]=[CH:9][CH:10]=3)[C:2]=2[CH3:1])=[O:12])[CH2:18][CH2:17][CH2:16][CH2:15][CH2:14]1. The yield is 0.790.